This data is from Full USPTO retrosynthesis dataset with 1.9M reactions from patents (1976-2016). The task is: Predict the reactants needed to synthesize the given product. (1) Given the product [CH2:19]([O:18][C:17]1[CH:16]=[CH:15][C:14]([C@@H:26]([OH:45])[CH2:27][NH:28][C:29]([CH3:44])([CH3:43])[CH2:30][CH2:31][N:32]2[CH:36]=[C:35]([C:37]3[CH:38]=[CH:39][CH:40]=[CH:41][CH:42]=3)[N:34]=[CH:33]2)=[CH:13][C:12]=1[NH:11][S:7]([C:1]1[CH:6]=[CH:5][CH:4]=[CH:3][CH:2]=1)(=[O:9])=[O:8])[C:20]1[CH:25]=[CH:24][CH:23]=[CH:22][CH:21]=1, predict the reactants needed to synthesize it. The reactants are: [C:1]1([S:7](Cl)(=[O:9])=[O:8])[CH:6]=[CH:5][CH:4]=[CH:3][CH:2]=1.[NH2:11][C:12]1[CH:13]=[C:14]([C@@H:26]([OH:45])[CH2:27][NH:28][C:29]([CH3:44])([CH3:43])[CH2:30][CH2:31][N:32]2[CH:36]=[C:35]([C:37]3[CH:42]=[CH:41][CH:40]=[CH:39][CH:38]=3)[N:34]=[CH:33]2)[CH:15]=[CH:16][C:17]=1[O:18][CH2:19][C:20]1[CH:25]=[CH:24][CH:23]=[CH:22][CH:21]=1. (2) Given the product [CH2:35]1[CH2:36][CH2:37][N:32]([C:22]([C:21]2[CH:20]=[CH:19][C:18]([C:16]3[CH:15]=[N:14][C:10]4[NH:11][CH2:12][CH2:13][N:8]([CH2:7][C:6]5[CH:27]=[C:2]([Cl:1])[CH:3]=[CH:4][C:5]=5[C:28]([F:31])([F:30])[F:29])[C:9]=4[CH:17]=3)=[CH:26][CH:25]=2)=[O:23])[CH2:33][CH2:34]1, predict the reactants needed to synthesize it. The reactants are: [Cl:1][C:2]1[CH:3]=[CH:4][C:5]([C:28]([F:31])([F:30])[F:29])=[C:6]([CH:27]=1)[CH2:7][N:8]1[CH2:13][CH2:12][NH:11][C:10]2[N:14]=[CH:15][C:16]([C:18]3[CH:26]=[CH:25][C:21]([C:22](O)=[O:23])=[CH:20][CH:19]=3)=[CH:17][C:9]1=2.[NH:32]1[CH2:37][CH2:36][CH2:35][CH2:34][CH2:33]1. (3) Given the product [CH3:13][S:10]([C@H:8]1[CH2:7][N:6]([C:14]2[N:15]([CH2:20][C:21]([F:24])([F:22])[F:23])[N:16]=[C:17]([CH3:19])[CH:18]=2)[C@H:5]([C:3]([OH:4])=[O:2])[CH2:9]1)(=[O:11])=[O:12], predict the reactants needed to synthesize it. The reactants are: C[O:2][C:3]([C@@H:5]1[CH2:9][C@@H:8]([S:10]([CH3:13])(=[O:12])=[O:11])[CH2:7][N:6]1[C:14]1[N:15]([CH2:20][C:21]([F:24])([F:23])[F:22])[N:16]=[C:17]([CH3:19])[CH:18]=1)=[O:4].[OH-].[Li+]. (4) Given the product [Br:24][CH2:21][C:27]1[O:28][C:29](=[O:44])[C:30]2[C:35]([C:36]=1[C:37]1[CH:38]=[C:39]([CH3:43])[CH:40]=[CH:41][CH:42]=1)=[CH:34][CH:33]=[CH:32][CH:31]=2, predict the reactants needed to synthesize it. The reactants are: C1(P(C2C=CC=CC=2)C2C=CC=CC=2)C=CC=CC=1.Br[C:21]([Br:24])(Br)Br.OC[C:27]1[O:28][C:29](=[O:44])[C:30]2[C:35]([C:36]=1[C:37]1[CH:38]=[C:39]([CH3:43])[CH:40]=[CH:41][CH:42]=1)=[CH:34][CH:33]=[CH:32][CH:31]=2. (5) Given the product [C:35]([C:31]1[C:29]2[N:30]=[C:26]([C:23]3[CH:24]=[CH:25][C:20]([CH2:19][N:17]([CH3:18])[C:15](=[O:16])[O:14][CH2:7][C:8]4[CH:13]=[CH:12][CH:11]=[CH:10][CH:9]=4)=[CH:21][CH:22]=3)[O:27][C:28]=2[CH:34]=[CH:33][CH:32]=1)(=[O:36])[NH2:38], predict the reactants needed to synthesize it. The reactants are: C(Cl)(=O)C(Cl)=O.[CH2:7]([O:14][C:15]([N:17]([CH2:19][C:20]1[CH:25]=[CH:24][C:23]([C:26]2[O:27][C:28]3[C:29](=[C:31]([C:35](O)=[O:36])[CH:32]=[CH:33][CH:34]=3)[N:30]=2)=[CH:22][CH:21]=1)[CH3:18])=[O:16])[C:8]1[CH:13]=[CH:12][CH:11]=[CH:10][CH:9]=1.[NH4+:38].[OH-].O.